From a dataset of Reaction yield outcomes from USPTO patents with 853,638 reactions. Predict the reaction yield, written as a fraction of the theoretical maximum amount of product (1.0 means a 100% yield; for example, 0.34 means a 34% yield). The reactants are [C:1]([O:5][C@@H:6]([C:12]1[C:13]([CH3:42])=[N:14][C:15]2[N:16]([N:26]=[C:27]([C:29]3[S:30][C:31]([CH2:34][C:35]4[CH:40]=[CH:39][C:38]([F:41])=[CH:37][CH:36]=4)=[CH:32][N:33]=3)[CH:28]=2)[C:17]=1[C:18]1[CH2:23][CH2:22][C:21]([CH3:25])([CH3:24])[CH2:20][CH:19]=1)[C:7]([O:9]CC)=[O:8])([CH3:4])([CH3:3])[CH3:2].[OH-].[Na+]. The catalyst is CO. The product is [C:1]([O:5][C@@H:6]([C:12]1[C:13]([CH3:42])=[N:14][C:15]2[N:16]([N:26]=[C:27]([C:29]3[S:30][C:31]([CH2:34][C:35]4[CH:36]=[CH:37][C:38]([F:41])=[CH:39][CH:40]=4)=[CH:32][N:33]=3)[CH:28]=2)[C:17]=1[C:18]1[CH2:23][CH2:22][C:21]([CH3:25])([CH3:24])[CH2:20][CH:19]=1)[C:7]([OH:9])=[O:8])([CH3:2])([CH3:3])[CH3:4]. The yield is 0.648.